Dataset: Reaction yield outcomes from USPTO patents with 853,638 reactions. Task: Predict the reaction yield, written as a fraction of the theoretical maximum amount of product (1.0 means a 100% yield; for example, 0.34 means a 34% yield). (1) The reactants are [Cl:1][C:2]1[CH:11]=[CH:10][CH:9]=[C:8]2[C:3]=1[C:4](=[O:22])[N:5]([C:14]1[CH:19]=[CH:18][CH:17]=[CH:16][C:15]=1[O:20][CH3:21])[C:6]([CH2:12]Cl)=[N:7]2.O.[SH:24][C:25]1[N:33]=[CH:32][N:31]=[C:30]2[C:26]=1[NH:27][CH:28]=[N:29]2.C([O-])([O-])=O.[K+].[K+]. The catalyst is CN(C=O)C. The product is [Cl:1][C:2]1[CH:11]=[CH:10][CH:9]=[C:8]2[C:3]=1[C:4](=[O:22])[N:5]([C:14]1[CH:19]=[CH:18][CH:17]=[CH:16][C:15]=1[O:20][CH3:21])[C:6]([CH2:12][S:24][C:25]1[N:33]=[CH:32][N:31]=[C:30]3[C:26]=1[N:27]=[CH:28][NH:29]3)=[N:7]2. The yield is 0.760. (2) The product is [C:38]([O:41][C@@H:42]1[C@@H:47]([O:48][C:49](=[O:51])[CH3:50])[C@H:46]([O:52][C:53](=[O:55])[CH3:54])[C@@H:45]([CH2:56][O:57][C:58](=[O:60])[CH3:59])[O:44][C@H:43]1[C:61]1[CH:62]=[C:63]([C:18]2[CH:17]=[CH:16][C:15]([C@@H:14]3[C@@H:11]([CH2:10][CH2:9][C@@H:8]([C:5]4[CH:4]=[CH:3][C:2]([F:1])=[CH:7][CH:6]=4)[OH:37])[C:12](=[O:36])[N:13]3[C:30]3[CH:35]=[CH:34][CH:33]=[CH:32][CH:31]=3)=[CH:20][CH:19]=2)[CH:64]=[CH:65][CH:66]=1)(=[O:40])[CH3:39]. The catalyst is C1(C)C=CC=CC=1.C(O)C.C1C=CC([P]([Pd]([P](C2C=CC=CC=2)(C2C=CC=CC=2)C2C=CC=CC=2)([P](C2C=CC=CC=2)(C2C=CC=CC=2)C2C=CC=CC=2)[P](C2C=CC=CC=2)(C2C=CC=CC=2)C2C=CC=CC=2)(C2C=CC=CC=2)C2C=CC=CC=2)=CC=1. The reactants are [F:1][C:2]1[CH:7]=[CH:6][C:5]([C@@H:8]([OH:37])[CH2:9][CH2:10][C@@H:11]2[C@@H:14]([C:15]3[CH:20]=[CH:19][C:18](B4OC(C)(C)C(C)(C)O4)=[CH:17][CH:16]=3)[N:13]([C:30]3[CH:35]=[CH:34][CH:33]=[CH:32][CH:31]=3)[C:12]2=[O:36])=[CH:4][CH:3]=1.[C:38]([O:41][C@@H:42]1[C@@H:47]([O:48][C:49](=[O:51])[CH3:50])[C@H:46]([O:52][C:53](=[O:55])[CH3:54])[C@@H:45]([CH2:56][O:57][C:58](=[O:60])[CH3:59])[O:44][C@H:43]1[C:61]1[CH:66]=[CH:65][CH:64]=[C:63](Br)[CH:62]=1)(=[O:40])[CH3:39].C(=O)([O-])[O-].[K+].[K+]. The yield is 0.130. (3) The reactants are [O:1]1[CH:5]=[CH:4][CH:3]=[C:2]1[C:6](Cl)=[O:7].[CH2:9]([N:16]1[C:25]2[C:20](=[CH:21][C:22]([Cl:26])=[CH:23][CH:24]=2)[C:19]([N:27]2[CH2:32][CH2:31][NH:30][CH2:29][CH2:28]2)=[C:18]([C:33]#[N:34])[C:17]1=[O:35])[C:10]1[CH:15]=[CH:14][CH:13]=[CH:12][CH:11]=1. The catalyst is N1C=CC=CC=1. The product is [CH2:9]([N:16]1[C:25]2[C:20](=[CH:21][C:22]([Cl:26])=[CH:23][CH:24]=2)[C:19]([N:27]2[CH2:32][CH2:31][N:30]([C:6]([C:2]3[O:1][CH:5]=[CH:4][CH:3]=3)=[O:7])[CH2:29][CH2:28]2)=[C:18]([C:33]#[N:34])[C:17]1=[O:35])[C:10]1[CH:15]=[CH:14][CH:13]=[CH:12][CH:11]=1. The yield is 0.760. (4) The reactants are [NH2:1][C:2]1[C:11]2[C:6](=[C:7](I)[C:8]([F:12])=[CH:9][CH:10]=2)[N:5]=[N:4][C:3]=1[C:14]([NH:16][CH2:17][CH2:18][CH3:19])=[O:15].[C:20]1(B(O)O)[CH:25]=[CH:24][CH:23]=[CH:22][CH:21]=1. No catalyst specified. The product is [NH2:1][C:2]1[C:11]2[C:6](=[C:7]([C:20]3[CH:25]=[CH:24][CH:23]=[CH:22][CH:21]=3)[C:8]([F:12])=[CH:9][CH:10]=2)[N:5]=[N:4][C:3]=1[C:14]([NH:16][CH2:17][CH2:18][CH3:19])=[O:15]. The yield is 0.260.